Task: Predict the reaction yield, written as a fraction of the theoretical maximum amount of product (1.0 means a 100% yield; for example, 0.34 means a 34% yield).. Dataset: Reaction yield outcomes from USPTO patents with 853,638 reactions (1) The reactants are B.O1CCCC1.[CH3:7][O:8][C:9]1[N:14]=[CH:13][C:12]([CH2:15][C:16]#[N:17])=[CH:11][CH:10]=1.[ClH:18]. The catalyst is O1CCCC1.ClCCl.O1CCOCC1. The product is [ClH:18].[ClH:18].[CH3:7][O:8][C:9]1[N:14]=[CH:13][C:12]([CH2:15][CH2:16][NH2:17])=[CH:11][CH:10]=1. The yield is 0.490. (2) The reactants are C(N(CC)CC)C.[CH3:8][N:9]1[C:17]2[C:12](=[CH:13][CH:14]=[CH:15][CH:16]=2)[C:11]([CH:18]=[O:19])=[CH:10]1.[CH:20](=[N:27][C:28]1[CH:33]=[CH:32][N:31]=[C:30]([O:34][CH3:35])[CH:29]=1)[C:21]1[CH:26]=[CH:25][CH:24]=[CH:23][CH:22]=1. The catalyst is [Cl-].C([N+]1C(C)=C(CCO)SC=1)C1C=CC=CC=1.C(O)C. The product is [CH3:35][O:34][C:30]1[CH:29]=[C:28]([NH:27][CH:20]([C:21]2[CH:26]=[CH:25][CH:24]=[CH:23][CH:22]=2)[C:18]([C:11]2[C:12]3[C:17](=[CH:16][CH:15]=[CH:14][CH:13]=3)[N:9]([CH3:8])[CH:10]=2)=[O:19])[CH:33]=[CH:32][N:31]=1. The yield is 0.0700. (3) The catalyst is C(OCC)(=O)C. The reactants are C(OC([N:8]1[CH2:13][CH2:12][CH:11]([C:14]2[CH:19]=[CH:18][C:17]([N:20]3[CH2:24][CH2:23][CH2:22][CH2:21]3)=[CH:16][CH:15]=2)[CH2:10][CH2:9]1)=O)(C)(C)C.Cl. The product is [N:20]1([C:17]2[CH:16]=[CH:15][C:14]([CH:11]3[CH2:12][CH2:13][NH:8][CH2:9][CH2:10]3)=[CH:19][CH:18]=2)[CH2:24][CH2:23][CH2:22][CH2:21]1. The yield is 0.760. (4) The reactants are [H-].[Al+3].[Li+].[H-].[H-].[H-].[C:7]([O:11][C:12]([N:14]1[CH2:19][CH2:18][C:17]([NH:23][C:24]([O:26][C:27]([CH3:30])([CH3:29])[CH3:28])=[O:25])([C:20](O)=[O:21])[CH2:16][CH2:15]1)=[O:13])([CH3:10])([CH3:9])[CH3:8].O.[OH-].[Na+]. The catalyst is O1CCCC1. The product is [C:7]([O:11][C:12]([N:14]1[CH2:19][CH2:18][C:17]([NH:23][C:24]([O:26][C:27]([CH3:30])([CH3:29])[CH3:28])=[O:25])([CH2:20][OH:21])[CH2:16][CH2:15]1)=[O:13])([CH3:9])([CH3:10])[CH3:8]. The yield is 0.490. (5) The reactants are [CH2:1]([C@H:8]1[C@@H:12]([C@H:13]2[CH2:17][C@@H:16]([O:18]CC3C=CC=CC=3)[CH2:15][N:14]2[C:26]([O:28][C:29]([CH3:32])([CH3:31])[CH3:30])=[O:27])[O:11][C:10]([CH3:34])([CH3:33])[N:9]1[C:35]([O:37][CH2:38][CH2:39][Si:40]([CH3:43])([CH3:42])[CH3:41])=[O:36])[C:2]1[CH:7]=[CH:6][CH:5]=[CH:4][CH:3]=1. The catalyst is CCO.[OH-].[OH-].[Pd+2]. The product is [CH2:1]([C@H:8]1[C@@H:12]([C@H:13]2[CH2:17][C@@H:16]([OH:18])[CH2:15][N:14]2[C:26]([O:28][C:29]([CH3:30])([CH3:31])[CH3:32])=[O:27])[O:11][C:10]([CH3:34])([CH3:33])[N:9]1[C:35]([O:37][CH2:38][CH2:39][Si:40]([CH3:43])([CH3:42])[CH3:41])=[O:36])[C:2]1[CH:7]=[CH:6][CH:5]=[CH:4][CH:3]=1. The yield is 0.830. (6) The reactants are C([O:3][P:4]([CH2:9][CH2:10][N:11]1[CH2:19][CH2:18][CH2:17][NH:16][C:15]2[C:14](=[O:20])[C:13](=[O:21])[C:12]1=2)(=[O:8])[O:5]CC)C.[I-].[Na+].C[Si](Cl)(C)C.O. The catalyst is C(#N)C. The product is [CH2:18]1[CH2:19][N:11]([CH2:10][CH2:9][P:4]([OH:5])([OH:8])=[O:3])[C:12]2=[C:13]([OH:21])[C:14](=[O:20])[C:15]2=[N:16][CH2:17]1. The yield is 0.890. (7) The reactants are C[O:2][C:3]1[CH:8]=[CH:7][C:6]([C@H:9](/[CH:16]=[CH:17]/[CH3:18])[CH2:10][C:11]([O:13][CH2:14][CH3:15])=[O:12])=[C:5]([CH3:19])[CH:4]=1.C(Cl)Cl.B(Br)(Br)Br. No catalyst specified. The product is [OH:2][C:3]1[CH:8]=[CH:7][C:6]([C@H:9](/[CH:16]=[CH:17]/[CH3:18])[CH2:10][C:11]([O:13][CH2:14][CH3:15])=[O:12])=[C:5]([CH3:19])[CH:4]=1. The yield is 0.250. (8) The reactants are [Cl:1][C:2]1[CH:7]=[C:6]([C:8]2[N:13]=[N:12][C:11]([O:14][CH2:15][C:16]3[CH:21]=[CH:20][C:19]([CH:22](OC)[O:23]C)=[CH:18][CH:17]=3)=[N:10][CH:9]=2)[CH:5]=[C:4]([Cl:27])[C:3]=1[OH:28].C(O)C. The catalyst is Cl. The product is [Cl:27][C:4]1[CH:5]=[C:6]([C:8]2[N:13]=[N:12][C:11]([O:14][CH2:15][C:16]3[CH:21]=[CH:20][C:19]([CH:22]=[O:23])=[CH:18][CH:17]=3)=[N:10][CH:9]=2)[CH:7]=[C:2]([Cl:1])[C:3]=1[OH:28]. The yield is 0.370.